Dataset: Full USPTO retrosynthesis dataset with 1.9M reactions from patents (1976-2016). Task: Predict the reactants needed to synthesize the given product. (1) Given the product [F:32][C:22]1[CH:21]=[C:20]([NH:19][C:16]2[N:15]=[C:14]3[CH:6]([C:7]4[CH:12]=[CH:11][C:10]([F:13])=[CH:9][CH:8]=4)[CH2:5][C:4](=[CH2:33])[CH2:3][CH2:2][N:18]3[N:17]=2)[CH:25]=[CH:24][C:23]=1[N:26]1[C:30]([CH3:31])=[N:29][CH:28]=[N:27]1, predict the reactants needed to synthesize it. The reactants are: Cl[CH2:2][CH2:3][C:4](=[CH2:33])[CH2:5][CH:6]([C:14]1[NH:18][N:17]=[C:16]([NH:19][C:20]2[CH:25]=[CH:24][C:23]([N:26]3[C:30]([CH3:31])=[N:29][CH:28]=[N:27]3)=[C:22]([F:32])[CH:21]=2)[N:15]=1)[C:7]1[CH:12]=[CH:11][C:10]([F:13])=[CH:9][CH:8]=1.[I-].[Na+]. (2) Given the product [CH3:27][C:17]1[CH:22]=[CH:21][C:20]([S:23]([O:15][CH2:14][C@@H:11]2[O:10][C:9]3[CH:16]=[C:5]([S:2]([CH3:1])(=[O:3])=[O:4])[CH:6]=[CH:7][C:8]=3[O:13][CH2:12]2)(=[O:25])=[O:24])=[CH:19][CH:18]=1, predict the reactants needed to synthesize it. The reactants are: [CH3:1][S:2]([C:5]1[CH:6]=[CH:7][C:8]2[O:13][CH2:12][C@H:11]([CH2:14][OH:15])[O:10][C:9]=2[CH:16]=1)(=[O:4])=[O:3].[C:17]1([CH3:27])[CH:22]=[CH:21][C:20]([S:23](Cl)(=[O:25])=[O:24])=[CH:19][CH:18]=1. (3) Given the product [Cl:15][C:12]1[CH:13]=[CH:14][C:9]([CH:6]([O:7][CH3:8])[CH2:5][CH2:4][C:3]([NH:19][OH:20])=[O:2])=[CH:10][CH:11]=1, predict the reactants needed to synthesize it. The reactants are: C[O:2][C:3](=O)[CH2:4][CH2:5][CH:6]([C:9]1[CH:14]=[CH:13][C:12]([Cl:15])=[CH:11][CH:10]=1)[O:7][CH3:8].CO.[NH2:19][OH:20].[C-]#N.[K+]. (4) The reactants are: [CH3:1][NH:2][C@@H:3]1[CH2:7][CH2:6][N:5]([C:8]2[C:9]3[CH:16]=[CH:15][NH:14][C:10]=3[N:11]=[CH:12][N:13]=2)[CH2:4]1.[N:17]([C:20]1[CH:21]=[C:22]([CH:25]=[CH:26][CH:27]=1)[C:23]#[N:24])=[C:18]=[O:19]. Given the product [N:11]1[C:10]2[NH:14][CH:15]=[CH:16][C:9]=2[C:8]([N:5]2[CH2:6][CH2:7][C@@H:3]([N:2]([CH3:1])[C:18]([NH:17][C:20]3[CH:27]=[CH:26][CH:25]=[C:22]([C:23]#[N:24])[CH:21]=3)=[O:19])[CH2:4]2)=[N:13][CH:12]=1, predict the reactants needed to synthesize it. (5) Given the product [Cl:49][C:47]1[CH:46]=[C:45]([S:50]([O:1][C:2]2[CH:10]=[CH:9][C:8]([C:11]3[N:12]([C:27]([O:29][C:30]([CH3:31])([CH3:33])[CH3:32])=[O:28])[C:13]4[C:18]([CH:19]=3)=[CH:17][C:16]([CH2:20][N:21]3[CH2:26][CH2:25][CH2:24][CH2:23][CH2:22]3)=[CH:15][CH:14]=4)=[C:7]3[C:3]=2[CH2:4][NH:5][C:6]3=[O:34])(=[O:51])=[O:52])[CH:44]=[C:43]([Cl:42])[CH:48]=1, predict the reactants needed to synthesize it. The reactants are: [OH:1][C:2]1[CH:10]=[CH:9][C:8]([C:11]2[N:12]([C:27]([O:29][C:30]([CH3:33])([CH3:32])[CH3:31])=[O:28])[C:13]3[C:18]([CH:19]=2)=[CH:17][C:16]([CH2:20][N:21]2[CH2:26][CH2:25][CH2:24][CH2:23][CH2:22]2)=[CH:15][CH:14]=3)=[C:7]2[C:3]=1[CH2:4][NH:5][C:6]2=[O:34].C(N(CC)CC)C.[Cl:42][C:43]1[CH:44]=[C:45]([S:50](Cl)(=[O:52])=[O:51])[CH:46]=[C:47]([Cl:49])[CH:48]=1. (6) Given the product [C:19]1([CH:4]2[S:3][C:2]3=[N:1][CH:26]=[CH:27][N:7]3[CH:6]=[C:5]2[C:8]2[CH:9]=[CH:10][C:11]3[O:16][CH2:15][C:14](=[O:17])[NH:13][C:12]=3[CH:18]=2)[CH:20]=[CH:21][CH:22]=[CH:23][CH:24]=1, predict the reactants needed to synthesize it. The reactants are: [NH2:1][C:2]1[S:3][CH:4]([C:19]2[CH:24]=[CH:23][CH:22]=[CH:21][CH:20]=2)[C:5]([C:8]2[CH:9]=[CH:10][C:11]3[O:16][CH2:15][C:14](=[O:17])[NH:13][C:12]=3[CH:18]=2)=[CH:6][N:7]=1.Cl[CH2:26][CH:27]=O.C(OCC)(=O)C.C([O-])(O)=O.[Na+]. (7) Given the product [Cl:12][CH2:13][C:14]1[NH:1][C:2]2[CH:3]=[C:4]([N+:9]([O-:11])=[O:10])[CH:5]=[CH:6][C:7]=2[N:8]=1, predict the reactants needed to synthesize it. The reactants are: [NH2:1][C:2]1[CH:3]=[C:4]([N+:9]([O-:11])=[O:10])[CH:5]=[CH:6][C:7]=1[NH2:8].[Cl:12][CH2:13][C:14](O)=O.